Dataset: CYP2C19 inhibition data for predicting drug metabolism from PubChem BioAssay. Task: Regression/Classification. Given a drug SMILES string, predict its absorption, distribution, metabolism, or excretion properties. Task type varies by dataset: regression for continuous measurements (e.g., permeability, clearance, half-life) or binary classification for categorical outcomes (e.g., BBB penetration, CYP inhibition). Dataset: cyp2c19_veith. (1) The compound is Cl.NCCCCCc1nnc(SCc2ccc(Cl)cc2Cl)o1. The result is 1 (inhibitor). (2) The molecule is CCNc1ncc2nc(C)c(=O)n(C3CC3)c2n1. The result is 0 (non-inhibitor).